Dataset: Peptide-MHC class I binding affinity with 185,985 pairs from IEDB/IMGT. Task: Regression. Given a peptide amino acid sequence and an MHC pseudo amino acid sequence, predict their binding affinity value. This is MHC class I binding data. (1) The peptide sequence is LLPIFFCLWV. The MHC is Patr-A0701 with pseudo-sequence Patr-A0701. The binding affinity (normalized) is 0.768. (2) The peptide sequence is SRWAISHWL. The MHC is HLA-A02:06 with pseudo-sequence HLA-A02:06. The binding affinity (normalized) is 0.797. (3) The peptide sequence is FRYNGLIHR. The MHC is HLA-B45:01 with pseudo-sequence HLA-B45:01. The binding affinity (normalized) is 0. (4) The peptide sequence is AVANCVRNL. The MHC is HLA-A68:02 with pseudo-sequence HLA-A68:02. The binding affinity (normalized) is 0.231. (5) The peptide sequence is LQRALFMHF. The MHC is Mamu-A07 with pseudo-sequence Mamu-A07. The binding affinity (normalized) is 0. (6) The peptide sequence is QTDNDIWFW. The MHC is SLA-10401 with pseudo-sequence SLA-10401. The binding affinity (normalized) is 0.763. (7) The peptide sequence is AELIDSFTW. The MHC is HLA-A02:16 with pseudo-sequence HLA-A02:16. The binding affinity (normalized) is 0.0847.